Dataset: Forward reaction prediction with 1.9M reactions from USPTO patents (1976-2016). Task: Predict the product of the given reaction. Given the reactants [CH2:1]1[C:10]2[C:5](=[CH:6][CH:7]=[CH:8][CH:9]=2)[CH2:4][CH2:3][N:2]1[CH2:11][CH2:12][NH2:13].Br[CH2:15][C:16]1[C:26]([N+:27]([O-:29])=[O:28])=[CH:25][CH:24]=[CH:23][C:17]=1[C:18](OCC)=[O:19].C([O-])(O)=O.[Na+], predict the reaction product. The product is: [CH2:1]1[C:10]2[C:5](=[CH:6][CH:7]=[CH:8][CH:9]=2)[CH2:4][CH2:3][N:2]1[CH2:11][CH2:12][N:13]1[CH2:15][C:16]2[C:17](=[CH:23][CH:24]=[CH:25][C:26]=2[N+:27]([O-:29])=[O:28])[C:18]1=[O:19].